From a dataset of Full USPTO retrosynthesis dataset with 1.9M reactions from patents (1976-2016). Predict the reactants needed to synthesize the given product. (1) Given the product [ClH:11].[S:1]1[C:2]2=[CH:6][CH:7]=[CH:12][NH:13][CH:3]2[CH2:4][CH2:5]1, predict the reactants needed to synthesize it. The reactants are: [S:1]1[CH:5]=[CH:4][CH:3]=[C:2]1[CH2:6][CH2:7]N.C=O.[ClH:11].[CH3:12][N:13](C=O)C. (2) Given the product [F:1][CH:2]([F:16])[CH2:3][O:4][C:5]1[N:10]=[CH:9][C:8]([CH:11]([NH:23][S@@:21]([C:18]([CH3:20])([CH3:19])[CH3:17])=[O:22])[CH3:12])=[CH:7][C:6]=1[O:14][CH3:15], predict the reactants needed to synthesize it. The reactants are: [F:1][CH:2]([F:16])[CH2:3][O:4][C:5]1[N:10]=[CH:9][C:8]([C:11](=O)[CH3:12])=[CH:7][C:6]=1[O:14][CH3:15].[CH3:17][C:18]([S@:21]([NH2:23])=[O:22])([CH3:20])[CH3:19]. (3) Given the product [ClH:43].[C:32]([C:28]1[CH:27]=[C:26]2[C:31](=[CH:30][CH:29]=1)[C:22]([CH2:21][N:18]1[C:19](=[O:20])[C@@H:13]([NH:12][C:11](=[O:41])[C@@H:9]([NH:7][CH3:6])[CH3:10])[CH2:14][CH2:15][C:16]3[CH:40]=[CH:39][CH:38]=[CH:37][C:17]1=3)=[C:23]([O:35][CH3:36])[CH:24]=[CH:25]2)(=[O:34])[CH3:33], predict the reactants needed to synthesize it. The reactants are: C(O[C:6](=O)[N:7]([C@H:9]([C:11](=[O:41])[NH:12][C@@H:13]1[C:19](=[O:20])[N:18]([CH2:21][C:22]2[C:31]3[C:26](=[CH:27][C:28]([C:32](=[O:34])[CH3:33])=[CH:29][CH:30]=3)[CH:25]=[CH:24][C:23]=2[O:35][CH3:36])[C:17]2[CH:37]=[CH:38][CH:39]=[CH:40][C:16]=2[CH2:15][CH2:14]1)[CH3:10])C)(C)(C)C.[ClH:43].O1CCOCC1. (4) Given the product [O:1]1[CH2:5][CH2:4][O:3][CH:2]1[C:6]1[S:7][C:8]([CH:24]([OH:25])[C:23]([F:30])([F:29])[F:22])=[CH:9][N:10]=1, predict the reactants needed to synthesize it. The reactants are: [O:1]1[CH2:5][CH2:4][O:3][CH:2]1[C:6]1[S:7][CH:8]=[CH:9][N:10]=1.CCCCCC.C([Li])CCC.[F:22][C:23]([F:30])([F:29])[C:24](OCC)=[O:25].C(O)(=O)CC(CC(O)=O)(C(O)=O)O. (5) Given the product [Br:1][C:2]1[CH:7]=[CH:6][C:5]([O:8][Si:10]([C:13]([CH3:16])([CH3:15])[CH3:14])([CH3:12])[CH3:11])=[C:4]([Cl:9])[CH:3]=1, predict the reactants needed to synthesize it. The reactants are: [Br:1][C:2]1[CH:7]=[CH:6][C:5]([OH:8])=[C:4]([Cl:9])[CH:3]=1.[Si:10](Cl)([C:13]([CH3:16])([CH3:15])[CH3:14])([CH3:12])[CH3:11].N1C=CN=C1. (6) Given the product [Cl:8][C:7]1[C:6]([N:26]2[CH2:27][CH2:28][CH:23]([C:19]3[CH:18]=[N:17][CH:22]=[CH:21][CH:20]=3)[CH2:24][CH2:25]2)=[CH:5][N:4]=[N:3][C:2]=1[NH:35][NH2:36], predict the reactants needed to synthesize it. The reactants are: Cl[C:2]1[N:3]=[N:4][CH:5]=[C:6](Cl)[C:7]=1[Cl:8].FC(F)(F)C([O-])=O.[N:17]1[CH:22]=[CH:21][CH:20]=[C:19]([CH:23]2[CH2:28][CH2:27][NH2+:26][CH2:25][CH2:24]2)[CH:18]=1.C(=O)([O-])[O-].[K+].[K+].[NH2:35][NH2:36]. (7) Given the product [Cl:30][C:24]1[CH:23]=[C:22]([C:19]2[CH:20]=[CH:21][N:17]([CH2:16][C@H:15]([NH:14][C:13]([C:11]3[N:12]=[C:8]([CH2:6][OH:5])[S:9][CH:10]=3)=[O:32])[CH3:31])[N:18]=2)[CH:27]=[CH:26][C:25]=1[C:28]#[N:29], predict the reactants needed to synthesize it. The reactants are: [BH4-].[Na+].C([O:5][C:6]([C:8]1[S:9][CH:10]=[C:11]([C:13](=[O:32])[NH:14][C@H:15]([CH3:31])[CH2:16][N:17]2[CH:21]=[CH:20][C:19]([C:22]3[CH:27]=[CH:26][C:25]([C:28]#[N:29])=[C:24]([Cl:30])[CH:23]=3)=[N:18]2)[N:12]=1)=O)C. (8) Given the product [NH:21]1[C:14]2=[N:15][CH:16]=[CH:17][CH:18]=[C:13]2[C:11]([C:8]2[NH:7][C:6]([C:4]([OH:3])=[O:5])=[CH:10][CH:9]=2)=[N:22]1, predict the reactants needed to synthesize it. The reactants are: C([O:3][C:4]([C:6]1[NH:7][C:8]([C:11]([C:13]2[C:14](Cl)=[N:15][CH:16]=[CH:17][CH:18]=2)=O)=[CH:9][CH:10]=1)=[O:5])C.O.[NH2:21][NH2:22]. (9) Given the product [CH3:20][O:19][C:17]([CH:16]([NH:15][CH:29]1[CH2:34][CH2:33][N:32]([C:35]([O:37][CH2:38][C:39]2[CH:40]=[CH:41][CH:42]=[CH:43][CH:44]=2)=[O:36])[CH2:31][CH2:30]1)[CH2:21][CH:22]=[CH2:23])=[O:18], predict the reactants needed to synthesize it. The reactants are: C(O[BH-](OC(=O)C)OC(=O)C)(=O)C.[Na+].[NH2:15][CH:16]([CH2:21][CH:22]=[CH2:23])[C:17]([O:19][CH3:20])=[O:18].C(O)(=O)C.O=[C:29]1[CH2:34][CH2:33][N:32]([C:35]([O:37][CH2:38][C:39]2[CH:44]=[CH:43][CH:42]=[CH:41][CH:40]=2)=[O:36])[CH2:31][CH2:30]1. (10) Given the product [Br:12][C:13]1[N:18]([CH3:19])[C:17](=[O:20])[N:16]([CH2:24][C:25]2[CH:30]=[CH:29][C:28]([O:31][CH3:32])=[C:27]([O:33][CH3:34])[CH:26]=2)[C:15](=[O:21])[C:14]=1[CH3:22], predict the reactants needed to synthesize it. The reactants are: N12CCCN=C1CCCCC2.[Br:12][C:13]1[N:18]([CH3:19])[C:17](=[O:20])[NH:16][C:15](=[O:21])[C:14]=1[CH3:22].Cl[CH2:24][C:25]1[CH:30]=[CH:29][C:28]([O:31][CH3:32])=[C:27]([O:33][CH3:34])[CH:26]=1.